From a dataset of Forward reaction prediction with 1.9M reactions from USPTO patents (1976-2016). Predict the product of the given reaction. (1) Given the reactants C([O:8][N:9]1[C:14]2[N:15]=[CH:16][N:17]=[C:18]([C:19]3[CH:24]=[CH:23][CH:22]=[CH:21][CH:20]=3)[C:13]=2[C:12]([OH:25])=[CH:11][C:10]1=[O:26])C1C=CC=CC=1.Cl.C(O)(C(F)(F)F)=O, predict the reaction product. The product is: [OH:25][C:12]1[C:13]2[C:18]([C:19]3[CH:24]=[CH:23][CH:22]=[CH:21][CH:20]=3)=[N:17][CH:16]=[N:15][C:14]=2[N:9]([OH:8])[C:10](=[O:26])[CH:11]=1. (2) Given the reactants I([O-])(=O)(=O)=[O:2].[Na+].[Cl:7][C:8]1[C:17]2[C:12](=[CH:13][C:14]([O:18][CH3:19])=[CH:15][CH:16]=2)[CH:11]=[CH:10][C:9]=1[CH:20]=C, predict the reaction product. The product is: [Cl:7][C:8]1[C:17]2[C:12](=[CH:13][C:14]([O:18][CH3:19])=[CH:15][CH:16]=2)[CH:11]=[CH:10][C:9]=1[CH:20]=[O:2]. (3) Given the reactants I[C:2]1[CH:10]=[CH:9][CH:8]=[C:7]2[C:3]=1[CH2:4][NH:5][C:6]2=[O:11].[O:12]([C:19]1[CH:24]=[CH:23][C:22](B(O)O)=[CH:21][CH:20]=1)[C:13]1[CH:18]=[CH:17][CH:16]=[CH:15][CH:14]=1.C([O-])([O-])=O.[Na+].[Na+].N#N, predict the reaction product. The product is: [O:12]([C:19]1[CH:20]=[CH:21][C:22]([C:2]2[CH:10]=[CH:9][CH:8]=[C:7]3[C:3]=2[CH2:4][NH:5][C:6]3=[O:11])=[CH:23][CH:24]=1)[C:13]1[CH:18]=[CH:17][CH:16]=[CH:15][CH:14]=1. (4) Given the reactants [NH:1]1[C:9]2[C:4](=[CH:5][CH:6]=[CH:7][CH:8]=2)[C:3]([CH:10]2[C:23]3[C:18](=[CH:19][CH:20]=[CH:21][CH:22]=3)[C:17]3[CH:16]=[CH:15][CH:14]=[CH:13][C:12]=3[N:11]2[C:24](=[O:28])[C:25]([OH:27])=O)=[CH:2]1.[CH2:29]([NH:31][CH2:32][CH3:33])[CH3:30], predict the reaction product. The product is: [CH2:29]([N:31]([CH2:32][CH3:33])[C:25](=[O:27])[C:24]([N:11]1[CH:10]([C:3]2[C:4]3[C:9](=[CH:8][CH:7]=[CH:6][CH:5]=3)[NH:1][CH:2]=2)[C:23]2[C:18](=[CH:19][CH:20]=[CH:21][CH:22]=2)[C:17]2[CH:16]=[CH:15][CH:14]=[CH:13][C:12]1=2)=[O:28])[CH3:30].